Dataset: Reaction yield outcomes from USPTO patents with 853,638 reactions. Task: Predict the reaction yield, written as a fraction of the theoretical maximum amount of product (1.0 means a 100% yield; for example, 0.34 means a 34% yield). (1) The reactants are Br[C:2]1[CH:3]=[C:4]([CH2:8][N:9]([CH3:11])[CH3:10])[CH:5]=[N:6][CH:7]=1.[CH3:12][O:13][C:14]1[CH:21]=[CH:20][C:17]([CH2:18][NH2:19])=[CH:16][CH:15]=1.C(=O)([O-])[O-].[Cs+].[Cs+].CC1(C)C2C(=C(P(C3C=CC=CC=3)C3C=CC=CC=3)C=CC=2)OC2C(P(C3C=CC=CC=3)C3C=CC=CC=3)=CC=CC1=2. The catalyst is C1C=CC(/C=C/C(/C=C/C2C=CC=CC=2)=O)=CC=1.C1C=CC(/C=C/C(/C=C/C2C=CC=CC=2)=O)=CC=1.C1C=CC(/C=C/C(/C=C/C2C=CC=CC=2)=O)=CC=1.[Pd].[Pd]. The product is [CH3:10][N:9]([CH2:8][C:4]1[CH:3]=[C:2]([NH:19][CH2:18][C:17]2[CH:20]=[CH:21][C:14]([O:13][CH3:12])=[CH:15][CH:16]=2)[CH:7]=[N:6][CH:5]=1)[CH3:11]. The yield is 0.420. (2) The product is [C:14]([O-:26])(=[O:25])[CH2:15][C:16]([CH2:21][C:22]([O-:24])=[O:23])([C:18]([O-:20])=[O:19])[OH:17].[NH4+:27].[NH4+:27].[NH4+:27].[O:2]=[CH:3][C@@H:4]([C@H:6]([C@@H:8]([C@@H:10]([CH2:12][OH:13])[OH:11])[OH:9])[OH:7])[OH:5]. The reactants are O.[O:2]=[CH:3][C@@H:4]([C@H:6]([C@@H:8]([C@@H:10]([CH2:12][OH:13])[OH:11])[OH:9])[OH:7])[OH:5].[C:14]([O-:26])(=[O:25])[CH2:15][C:16]([CH2:21][C:22]([O-:24])=[O:23])([C:18]([O-:20])=[O:19])[OH:17].[NH4+:27].[NH4+].[NH4+]. No catalyst specified. The yield is 0.0800. (3) The reactants are C1(N)C(F)=C(F)C(F)=C(N)C=1F.Cl.Cl.[NH:15]1[C:23]2[C:18](=[CH:19][CH:20]=[CH:21][CH:22]=2)[C:17](/[CH:24]=[CH:25]/[C:26]2[CH:39]=[CH:38][C:29]([C:30]([N:32]3[CH2:37][CH2:36][NH:35][CH2:34][CH2:33]3)=[O:31])=[CH:28][CH:27]=2)=[N:16]1.CN1CCOCC1.Cl.C(N=C=NCCCN(C)C)C.O.ON1C2C=CC=CC=2N=N1.[CH2:70]([O:72][CH2:73][C:74](O)=[O:75])[CH3:71]. No catalyst specified. The product is [CH2:70]([O:72][CH2:73][C:74]([N:35]1[CH2:36][CH2:37][N:32]([C:30](=[O:31])[C:29]2[CH:28]=[CH:27][C:26](/[CH:25]=[CH:24]/[C:17]3[C:18]4[C:23](=[CH:22][CH:21]=[CH:20][CH:19]=4)[NH:15][N:16]=3)=[CH:39][CH:38]=2)[CH2:33][CH2:34]1)=[O:75])[CH3:71]. The yield is 0.200. (4) The reactants are C([O-])(O)=O.[Na+].[NH2:6][C@@H:7]([C:11]([OH:13])=[O:12])[C@H:8]([CH3:10])[OH:9].Cl[C:15]([O:17][CH2:18][CH2:19][CH2:20][CH2:21][CH2:22][CH2:23][CH2:24][CH3:25])=[O:16]. The catalyst is C1COCC1.O.[Br-].C([N+](CCCC)(CCCC)CCCC)CCC. The product is [OH:9][C@@H:8]([CH3:10])[C@@H:7]([NH:6][C:15]([O:17][CH2:18][CH2:19][CH2:20][CH2:21][CH2:22][CH2:23][CH2:24][CH3:25])=[O:16])[C:11]([OH:13])=[O:12]. The yield is 0.270. (5) The reactants are [CH:1]1[C:2]([C:10]([O:12][CH3:13])=[O:11])=[CH:3][N:4]2[C:9]=1[CH2:8][CH2:7][CH2:6][CH2:5]2.I[CH2:15][C:16]#[N:17].OO. The catalyst is O.O.O.O.O.O.O.S([O-])([O-])(=O)=O.[Fe+2].CS(C)=O. The product is [C:16]([CH2:15][C:3]1[N:4]2[C:9]([CH2:8][CH2:7][CH2:6][CH2:5]2)=[CH:1][C:2]=1[C:10]([O:12][CH3:13])=[O:11])#[N:17]. The yield is 0.780. (6) The reactants are [NH2:1][C:2]1[N:7]=[C:6](Cl)[C:5]([C:9]2[CH:16]=[CH:15][C:12]([C:13]#[N:14])=[CH:11][CH:10]=2)=[CH:4][CH:3]=1.C[N+]12CC(=O)O[B-]1([C:28]1[CH:33]=[CH:32][C:31]([CH3:34])=[CH:30][CH:29]=1)OC(=O)C2.ClCCl.C(=O)([O-])[O-].[K+].[K+]. The catalyst is O1CCOCC1.O.C1C=CC(P(C2C=CC=CC=2)[C-]2C=CC=C2)=CC=1.C1C=CC(P(C2C=CC=CC=2)[C-]2C=CC=C2)=CC=1.Cl[Pd]Cl.[Fe+2]. The product is [NH2:1][C:2]1[N:7]=[C:6]([C:28]2[CH:33]=[CH:32][C:31]([CH3:34])=[CH:30][CH:29]=2)[C:5]([C:9]2[CH:16]=[CH:15][C:12]([C:13]#[N:14])=[CH:11][CH:10]=2)=[CH:4][CH:3]=1. The yield is 0.840. (7) The reactants are Br[C:2]1[CH:7]=[CH:6][C:5]([CH3:8])=[CH:4][N:3]=1.[O-]P([O-])([O-])=O.[K+].[K+].[K+].[CH3:17][O:18][C:19](=[O:38])[C:20]1[CH:25]=[C:24](B2OC(C)(C)C(C)(C)O2)[CH:23]=[C:22]([N+:35]([O-:37])=[O:36])[CH:21]=1. The catalyst is COCCOC.O.C1C=CC([P]([Pd]([P](C2C=CC=CC=2)(C2C=CC=CC=2)C2C=CC=CC=2)([P](C2C=CC=CC=2)(C2C=CC=CC=2)C2C=CC=CC=2)[P](C2C=CC=CC=2)(C2C=CC=CC=2)C2C=CC=CC=2)(C2C=CC=CC=2)C2C=CC=CC=2)=CC=1. The product is [CH3:17][O:18][C:19](=[O:38])[C:20]1[CH:21]=[C:22]([N+:35]([O-:37])=[O:36])[CH:23]=[C:24]([C:2]2[CH:7]=[CH:6][C:5]([CH3:8])=[CH:4][N:3]=2)[CH:25]=1. The yield is 0.400.